This data is from Forward reaction prediction with 1.9M reactions from USPTO patents (1976-2016). The task is: Predict the product of the given reaction. Given the reactants [CH:1]1([N:5]2[CH2:11][CH2:10][CH2:9][N:8]([C:12]([N:14]3[CH2:17][CH:16]([OH:18])[CH2:15]3)=[O:13])[CH2:7][CH2:6]2)[CH2:4][CH2:3][CH2:2]1.Cl[C:20]1[CH:21]=[CH:22][C:23]([C:26]([NH:28][CH2:29][CH:30]2[CH2:32][CH2:31]2)=[O:27])=[N:24][CH:25]=1, predict the reaction product. The product is: [CH:1]1([N:5]2[CH2:11][CH2:10][CH2:9][N:8]([C:12]([N:14]3[CH2:15][CH:16]([O:18][C:20]4[CH:21]=[CH:22][C:23]([C:26]([NH:28][CH2:29][CH:30]5[CH2:32][CH2:31]5)=[O:27])=[N:24][CH:25]=4)[CH2:17]3)=[O:13])[CH2:7][CH2:6]2)[CH2:4][CH2:3][CH2:2]1.